From a dataset of Catalyst prediction with 721,799 reactions and 888 catalyst types from USPTO. Predict which catalyst facilitates the given reaction. (1) Reactant: [CH2:1]([C@H:8]([NH:21][C:22]([C@@H:24]([NH:34][C:35]([C@@H:37]([NH:39][C:40]([C:42]1[CH:46]=[C:45]([CH3:47])[O:44][N:43]=1)=[O:41])[CH3:38])=[O:36])[CH2:25][C:26]1[CH:31]=[CH:30][C:29]([O:32][CH3:33])=[CH:28][CH:27]=1)=[O:23])[CH:9]([C:11](=[O:20])[NH:12][CH2:13][C:14]1[CH:19]=[CH:18][CH:17]=[CH:16][CH:15]=1)[OH:10])[C:2]1[CH:7]=[CH:6][CH:5]=[CH:4][CH:3]=1.CC(OI1(OC(C)=O)(OC(C)=O)OC(=O)C2C=CC=CC1=2)=O. Product: [CH2:1]([C@H:8]([NH:21][C:22]([C@@H:24]([NH:34][C:35]([C@@H:37]([NH:39][C:40]([C:42]1[CH:46]=[C:45]([CH3:47])[O:44][N:43]=1)=[O:41])[CH3:38])=[O:36])[CH2:25][C:26]1[CH:27]=[CH:28][C:29]([O:32][CH3:33])=[CH:30][CH:31]=1)=[O:23])[C:9]([C:11](=[O:20])[NH:12][CH2:13][C:14]1[CH:15]=[CH:16][CH:17]=[CH:18][CH:19]=1)=[O:10])[C:2]1[CH:7]=[CH:6][CH:5]=[CH:4][CH:3]=1. The catalyst class is: 4. (2) Reactant: [H-].[H-].[H-].[H-].[Li+].[Al+3].[O:7]1[CH:12]([CH2:13][N:14]2[CH2:20][CH2:19][CH2:18][N:17]([C:21]3[CH:30]=[CH:29][CH:28]=[CH:27][C:22]=3[C:23](OC)=[O:24])[CH2:16][CH2:15]2)[CH2:11][O:10][C:9]2[CH:31]=[CH:32][CH:33]=[CH:34][C:8]1=2. Product: [O:7]1[CH:12]([CH2:13][N:14]2[CH2:20][CH2:19][CH2:18][N:17]([C:21]3[CH:30]=[CH:29][CH:28]=[CH:27][C:22]=3[CH2:23][OH:24])[CH2:16][CH2:15]2)[CH2:11][O:10][C:9]2[CH:31]=[CH:32][CH:33]=[CH:34][C:8]1=2. The catalyst class is: 1. (3) Reactant: C([O:3][C:4](=[O:44])[CH2:5][CH2:6][CH2:7][O:8][C:9]1[CH:14]=[CH:13][CH:12]=[C:11]([CH2:15][CH2:16][CH2:17][CH2:18][CH2:19][CH2:20][O:21][C:22]2[CH:23]=[C:24]([C:31]3[CH:36]=[CH:35][CH:34]=[CH:33][CH:32]=3)[CH:25]=[C:26]([C:28](=[O:30])[CH3:29])[CH:27]=2)[C:10]=1[CH2:37][CH2:38][C:39]([O:41]CC)=[O:40])C. Product: [C:28]([C:26]1[CH:27]=[C:22]([O:21][CH2:20][CH2:19][CH2:18][CH2:17][CH2:16][CH2:15][C:11]2[C:10]([CH2:37][CH2:38][C:39]([OH:41])=[O:40])=[C:9]([CH:14]=[CH:13][CH:12]=2)[O:8][CH2:7][CH2:6][CH2:5][C:4]([OH:44])=[O:3])[CH:23]=[C:24]([C:31]2[CH:32]=[CH:33][CH:34]=[CH:35][CH:36]=2)[CH:25]=1)(=[O:30])[CH3:29]. The catalyst class is: 74. (4) Reactant: N1C=CC=CC=1.Cl.[CH3:8][NH:9][O:10][CH3:11].[CH:12]1[C:21]2[C:16](=[CH:17][CH:18]=[CH:19][CH:20]=2)[CH:15]=[CH:14][C:13]=1[C:22](Cl)=[O:23].O. Product: [CH3:8][N:9]([C:22]([C:13]1[CH:14]=[CH:15][C:16]2[C:21](=[CH:20][CH:19]=[CH:18][CH:17]=2)[CH:12]=1)=[O:23])[O:10][CH3:11]. The catalyst class is: 4. (5) Reactant: C([O:3][C:4](=[O:30])[C:5]1[CH:10]=[C:9]([CH2:11][N:12]2[CH2:17][CH2:16][CH:15]([C:18]3[C:26]4[C:21](=[CH:22][C:23]([F:27])=[CH:24][CH:25]=4)[NH:20][CH:19]=3)[CH2:14][CH2:13]2)[CH:8]=[CH:7][C:6]=1[O:28][CH3:29])C.[H-].[Na+]. Product: [CH2:4]([N:20]1[C:21]2[C:26](=[CH:25][CH:24]=[C:23]([F:27])[CH:22]=2)[C:18]([CH:15]2[CH2:16][CH2:17][N:12]([CH2:11][C:9]3[CH:8]=[CH:7][C:6]([O:28][CH3:29])=[C:5]([CH:10]=3)[C:4]([OH:3])=[O:30])[CH2:13][CH2:14]2)=[CH:19]1)[CH2:5][CH2:6][CH3:7]. The catalyst class is: 3.